From a dataset of Catalyst prediction with 721,799 reactions and 888 catalyst types from USPTO. Predict which catalyst facilitates the given reaction. (1) Reactant: [CH3:1][N:2]([CH3:8])[C@H:3]1[CH2:7][CH2:6][NH:5][CH2:4]1.[Cl:9][C:10]1[CH:18]=[CH:17][C:16](F)=[CH:15][C:11]=1[C:12]([NH2:14])=[O:13].C(=O)([O-])[O-].[K+].[K+].O. Product: [Cl:9][C:10]1[CH:18]=[CH:17][C:16]([N:5]2[CH2:6][CH2:7][C@H:3]([N:2]([CH3:8])[CH3:1])[CH2:4]2)=[CH:15][C:11]=1[C:12]([NH2:14])=[O:13]. The catalyst class is: 16. (2) Reactant: [CH:1]([N:4]1[CH2:9][CH2:8][N:7]([CH2:10][C:11]2[CH:16]=[CH:15][C:14]([C:17]3[CH:18]=[C:19]4[C:24](=[C:25]([O:27]COCC[Si](C)(C)C)[CH:26]=3)[N:23]=[CH:22][N:21](COCC[Si](C)(C)C)[C:20]4=[O:44])=[C:13]([CH2:45][O:46][CH3:47])[CH:12]=2)[CH2:6][CH2:5]1)([CH3:3])[CH3:2].[F:48][C:49]([F:54])([F:53])[C:50]([OH:52])=[O:51]. Product: [F:48][C:49]([F:54])([F:53])[C:50]([OH:52])=[O:51].[F:48][C:49]([F:54])([F:53])[C:50]([OH:52])=[O:51].[F:48][C:49]([F:54])([F:53])[C:50]([OH:52])=[O:51].[F:48][C:49]([F:54])([F:53])[C:50]([OH:52])=[O:51].[OH:27][C:25]1[CH:26]=[C:17]([C:14]2[CH:15]=[CH:16][C:11]([CH2:10][N:7]3[CH2:6][CH2:5][N:4]([CH:1]([CH3:3])[CH3:2])[CH2:9][CH2:8]3)=[CH:12][C:13]=2[CH2:45][O:46][CH3:47])[CH:18]=[C:19]2[C:24]=1[N:23]=[CH:22][NH:21][C:20]2=[O:44]. The catalyst class is: 4. (3) Reactant: [F:1][C:2]([F:42])([F:41])[C:3]1[CH:4]=[C:5]([CH:34]=[C:35]([C:37]([F:40])([F:39])[F:38])[CH:36]=1)[CH2:6][N:7]1[C:11]([C:12]2[CH:17]=[CH:16][C:15]([S:18][CH3:19])=[CH:14][CH:13]=2)=[C:10]([C:20]([N:22]2[CH2:26][CH2:25][CH2:24][CH:23]2[C:27]2[CH:32]=[CH:31][CH:30]=[CH:29][C:28]=2[Cl:33])=[O:21])[N:9]=[N:8]1.[OH:43]O. Product: [F:42][C:2]([F:41])([F:1])[C:3]1[CH:4]=[C:5]([CH:34]=[C:35]([C:37]([F:38])([F:39])[F:40])[CH:36]=1)[CH2:6][N:7]1[C:11]([C:12]2[CH:13]=[CH:14][C:15]([S:18]([CH3:19])=[O:43])=[CH:16][CH:17]=2)=[C:10]([C:20]([N:22]2[CH2:26][CH2:25][CH2:24][CH:23]2[C:27]2[CH:32]=[CH:31][CH:30]=[CH:29][C:28]=2[Cl:33])=[O:21])[N:9]=[N:8]1. The catalyst class is: 5. (4) Reactant: [NH:1]1[CH2:4][CH:3]([N:5]2[CH2:10][CH2:9][N:8]([CH3:11])[CH2:7][CH2:6]2)[CH2:2]1.Br[C:13]1[C:14]([Cl:40])=[C:15]([N:23]([CH2:31][C:32]2[CH:37]=[CH:36][C:35]([O:38][CH3:39])=[CH:34][CH:33]=2)[C:24](=[O:30])[O:25][C:26]([CH3:29])([CH3:28])[CH3:27])[CH:16]=[C:17]([O:19][CH:20]([F:22])[F:21])[CH:18]=1.C(=O)([O-])[O-].[Cs+].[Cs+].C1C=CC(P(C2C(C3C(P(C4C=CC=CC=4)C4C=CC=CC=4)=CC=C4C=3C=CC=C4)=C3C(C=CC=C3)=CC=2)C2C=CC=CC=2)=CC=1. Product: [Cl:40][C:14]1[C:13]([N:1]2[CH2:4][CH:3]([N:5]3[CH2:10][CH2:9][N:8]([CH3:11])[CH2:7][CH2:6]3)[CH2:2]2)=[CH:18][C:17]([O:19][CH:20]([F:22])[F:21])=[CH:16][C:15]=1[N:23]([CH2:31][C:32]1[CH:33]=[CH:34][C:35]([O:38][CH3:39])=[CH:36][CH:37]=1)[C:24](=[O:30])[O:25][C:26]([CH3:29])([CH3:28])[CH3:27]. The catalyst class is: 101.